This data is from Catalyst prediction with 721,799 reactions and 888 catalyst types from USPTO. The task is: Predict which catalyst facilitates the given reaction. (1) Reactant: [CH3:1][O:2][C:3]1[CH:14]=[CH:13][C:6]([CH2:7][CH:8]([C:11]#[N:12])[C:9]#[N:10])=[CH:5][CH:4]=1.[H-].[Na+].Br[CH2:18][CH2:19][F:20]. Product: [F:20][CH2:19][CH2:18][C:8]([CH2:7][C:6]1[CH:13]=[CH:14][C:3]([O:2][CH3:1])=[CH:4][CH:5]=1)([C:11]#[N:12])[C:9]#[N:10]. The catalyst class is: 9. (2) Reactant: [H-].[Na+].[OH:3][C@@H:4]1[CH2:9][CH2:8][C@H:7]([CH2:10][NH:11][C:12](=[O:23])[C:13]2[CH:18]=[CH:17][C:16]([O:19]COC)=[CH:15][CH:14]=2)[CH2:6][CH2:5]1.[Cl:24][C:25]1[CH:32]=[CH:31][C:28]([CH2:29]Br)=[CH:27][CH:26]=1.Cl.CO. Product: [Cl:24][C:25]1[CH:32]=[CH:31][C:28]([CH2:29][O:3][C@@H:4]2[CH2:9][CH2:8][C@H:7]([CH2:10][NH:11][C:12](=[O:23])[C:13]3[CH:14]=[CH:15][C:16]([OH:19])=[CH:17][CH:18]=3)[CH2:6][CH2:5]2)=[CH:27][CH:26]=1. The catalyst class is: 31. (3) Reactant: [Cl:1][C:2]1[CH:24]=[C:23]([Cl:25])[CH:22]=[CH:21][C:3]=1[CH2:4][C:5]1[C:9]2=[N:10][CH:11]=[CH:12][CH:13]=[C:8]2[N+:7]([O-])([C:14]([O:16][CH2:17][CH3:18])=[O:15])[C:6]=1[CH3:20].C[Si]([C:30]#[N:31])(C)C.C(=O)([O-])O.[Na+]. Product: [Cl:1][C:2]1[CH:24]=[C:23]([Cl:25])[CH:22]=[CH:21][C:3]=1[CH2:4][C:5]1[C:9]2=[N:10][C:11]([C:30]#[N:31])=[CH:12][CH:13]=[C:8]2[N:7]([C:14]([O:16][CH2:17][CH3:18])=[O:15])[C:6]=1[CH3:20]. The catalyst class is: 66. (4) Reactant: [F:1][C:2]([F:15])([F:14])[S:3]([O:6]S(C(F)(F)F)(=O)=O)(=[O:5])=[O:4].[CH3:16][C:17]1[CH:22]=[C:21]([C:23]2([C:40]3[CH:45]=[CH:44][CH:43]=[C:42](O)[CH:41]=3)[C:31]3[C:26](=[N:27][CH:28]=[CH:29][CH:30]=3)[C:25]([NH:32][C:33](=[O:39])[O:34][C:35]([CH3:38])([CH3:37])[CH3:36])=[N:24]2)[CH:20]=[C:19]([CH3:47])[N:18]=1.C(N(CC)C(C)C)(C)C.O. Product: [F:1][C:2]([F:15])([F:14])[S:3]([O:6][C:44]1[CH:43]=[CH:42][CH:41]=[C:40]([C:23]2([C:21]3[CH:22]=[C:17]([CH3:16])[N:18]=[C:19]([CH3:47])[CH:20]=3)[C:31]3[C:26](=[N:27][CH:28]=[CH:29][CH:30]=3)[C:25]([NH:32][C:33]([O:34][C:35]([CH3:36])([CH3:37])[CH3:38])=[O:39])=[N:24]2)[CH:45]=1)(=[O:5])=[O:4]. The catalyst class is: 2. (5) Reactant: Br[C:2]1[CH:7]=[C:6]([N+:8]([O-:10])=[O:9])[CH:5]=[C:4]([Br:11])[N:3]=1.[C:12]([O:16][C:17]([N:19]1[CH2:24][CH2:23][NH:22][CH2:21][CH2:20]1)=[O:18])([CH3:15])([CH3:14])[CH3:13].C(N(CC)CC)C.O1CCOCC1. Product: [C:12]([O:16][C:17]([N:19]1[CH2:24][CH2:23][N:22]([C:2]2[CH:7]=[C:6]([N+:8]([O-:10])=[O:9])[CH:5]=[C:4]([Br:11])[N:3]=2)[CH2:21][CH2:20]1)=[O:18])([CH3:15])([CH3:13])[CH3:14]. The catalyst class is: 2. (6) Reactant: Cl[C:2]1[N:7]=[CH:6][N:5]=[C:4]([NH2:8])[C:3]=1[C:9]1[O:10][C:11]([CH3:14])=[CH:12][N:13]=1.[NH2:15][CH:16]([C:19]1[N:28]([C:29]2[CH:34]=[CH:33][CH:32]=[CH:31][C:30]=2[CH3:35])[C:27](=[O:36])[C:26]2[C:21](=[CH:22][CH:23]=[CH:24][C:25]=2[CH3:37])[N:20]=1)[CH2:17][CH3:18].CCN(C(C)C)C(C)C.CCOC(C)=O. Product: [NH2:8][C:4]1[N:5]=[CH:6][N:7]=[C:2]([NH:15][C@H:16]([C:19]2[N:28]([C:29]3[CH:34]=[CH:33][CH:32]=[CH:31][C:30]=3[CH3:35])[C:27](=[O:36])[C:26]3[C:21](=[CH:22][CH:23]=[CH:24][C:25]=3[CH3:37])[N:20]=2)[CH2:17][CH3:18])[C:3]=1[C:9]1[O:10][C:11]([CH3:14])=[CH:12][N:13]=1. The catalyst class is: 114. (7) Reactant: [Cl:1][C:2]1[CH:7]=[C:6]([F:8])[CH:5]=[CH:4][C:3]=1[C:9]([C:11]1[C:12]([CH3:31])=[N:13][N:14]([CH3:30])[C:15]=1[C:16]1[C:21]([F:22])=[CH:20][C:19]([O:23][CH2:24][CH2:25][CH:26]([CH3:28])[CH3:27])=[CH:18][C:17]=1[F:29])=[O:10].[BH4-].[Na+]. Product: [Cl:1][C:2]1[CH:7]=[C:6]([F:8])[CH:5]=[CH:4][C:3]=1[CH:9]([C:11]1[C:12]([CH3:31])=[N:13][N:14]([CH3:30])[C:15]=1[C:16]1[C:21]([F:22])=[CH:20][C:19]([O:23][CH2:24][CH2:25][CH:26]([CH3:28])[CH3:27])=[CH:18][C:17]=1[F:29])[OH:10]. The catalyst class is: 5.